This data is from Experimentally validated miRNA-target interactions with 360,000+ pairs, plus equal number of negative samples. The task is: Binary Classification. Given a miRNA mature sequence and a target amino acid sequence, predict their likelihood of interaction. (1) The miRNA is hsa-miR-5006-5p with sequence UUGCCAGGGCAGGAGGUGGAA. The protein sequence of the target gene is MVLAELYVSDREGSDATGDGTKEKPFKTGLKALMTVGKEPFPTIYVDSQKENERWNVISKSQLKNIKKMWHREQMKSESREKKEAEDSLRREKNLEEAKKITIKNDPSLPEPKCVKIGALEGYRGQRVKVFGWVHRLRRQGKNLMFLVLRDGTGYLQCVLADELCQCYNGVLLSTESSVAVYGMLNLTPKGKQAPGGHELSCDFWELIGLAPAGGADNLINEESDVDVQLNNRHMMIRGENMSKILKARSMVTRCFRDHFFDRGYYEVTPPTLVQTQVEGGATLFKLDYFGEEAFLTQSS.... Result: 1 (interaction). (2) The miRNA is hsa-miR-4738-3p with sequence UGAAACUGGAGCGCCUGGAGGA. The protein sequence of the target gene is MDDSEVESTASILASVKEQEAQFEKLTRALEEERRHVSAQLERVRVSPQDANSLMANGTLTRRHQNGRFVGDADLERQKFSDLKLNGPQDHNHLLYSTIPRMQEPGQIVETYTEEDPEGAMSVVSVETTDDGTTRRTETTVKKVVKTMTTRTVQPVPMGPDGLPVDASAVSNNYIQTLGRDFRKNGNGGPGPYVGQAGTATLPRNFHYPPDGYGRHYEDGYPGGSDNYGSLSRVTRIEERYRPSMEGYRAPSRQDVYGPQPQVRVGGSSVDLHRFHPEPYGLEDDQRSMGYDDLDYGMMS.... Result: 0 (no interaction).